From a dataset of Reaction yield outcomes from USPTO patents with 853,638 reactions. Predict the reaction yield, written as a fraction of the theoretical maximum amount of product (1.0 means a 100% yield; for example, 0.34 means a 34% yield). (1) The reactants are [Cl:1][C:2]1[CH:3]=[C:4]([CH:8]=[CH:9][C:10]=1[OH:11])[C:5]([OH:7])=O.[CH2:12]1[C@H:21]2[C@H:16]([CH2:17][CH2:18][C:19]3[CH:25]=[CH:24][CH:23]=[CH:22][C:20]=32)[NH:15][CH2:14][CH2:13]1.F[P-](F)(F)(F)(F)F.N1(OC(N(C)C)=[N+](C)C)C2N=CC=CC=2N=N1. No catalyst specified. The product is [Cl:1][C:2]1[CH:3]=[C:4]([C:5]([N:15]2[C@@H:16]3[C@@H:21]([C:20]4[CH:22]=[CH:23][CH:24]=[CH:25][C:19]=4[CH2:18][CH2:17]3)[CH2:12][CH2:13][CH2:14]2)=[O:7])[CH:8]=[CH:9][C:10]=1[OH:11]. The yield is 0.420. (2) The reactants are C([O:3][C:4](=O)[CH:5]([C:11]1[CH:16]=[CH:15][C:14]([C:17](=[O:27])[C:18]2[CH:23]=[CH:22][CH:21]=[C:20]([N+:24]([O-])=O)[CH:19]=2)=[CH:13][C:12]=1[N+:28]([O-])=O)C(OCC)=O)C.Cl. The catalyst is CCO. The product is [NH2:24][C:20]1[CH:19]=[C:18]([CH:23]=[CH:22][CH:21]=1)[C:17]([C:14]1[CH:13]=[C:12]2[C:11]([CH2:5][C:4](=[O:3])[NH:28]2)=[CH:16][CH:15]=1)=[O:27]. The yield is 0.440. (3) The reactants are [Cl:1][C:2]1[N:7]=[C:6](Cl)[C:5]([N+:9]([O-:11])=[O:10])=[CH:4][N:3]=1.[N:12]1[C:21]2[C:16](=[CH:17][C:18]([NH2:22])=[CH:19][CH:20]=2)[CH:15]=[CH:14][CH:13]=1. The catalyst is O1CCOCC1. The product is [Cl:1][C:2]1[N:7]=[C:6]([NH:22][C:18]2[CH:17]=[C:16]3[C:21](=[CH:20][CH:19]=2)[N:12]=[CH:13][CH:14]=[CH:15]3)[C:5]([N+:9]([O-:11])=[O:10])=[CH:4][N:3]=1. The yield is 0.320. (4) The reactants are [C:1]1([C:7]2[N:11]([C:12]3[CH:13]=C([CH:17]=[CH:18][N:19]=3)C#N)[N:10]=[CH:9][CH:8]=2)[CH:6]=[CH:5][CH:4]=[CH:3][CH:2]=1.[OH-:20].[Na+].[CH3:22][CH2:23][OH:24]. The yield is 0.550. The catalyst is O. The product is [C:1]1([C:7]2[N:11]([C:12]3[CH:13]=[C:22]([CH:17]=[CH:18][N:19]=3)[C:23]([OH:20])=[O:24])[N:10]=[CH:9][CH:8]=2)[CH:6]=[CH:5][CH:4]=[CH:3][CH:2]=1. (5) The reactants are Cl[C:2]1[N:7]=[C:6]([NH:8][CH2:9][C:10]2[CH:11]=[N:12][CH:13]=[CH:14][CH:15]=2)[C:5]([F:16])=[CH:4][N:3]=1.[NH2:17][C:18]1[CH:19]=[C:20]([OH:24])[CH:21]=[CH:22][CH:23]=1. No catalyst specified. The product is [F:16][C:5]1[C:6]([NH:8][CH2:9][C:10]2[CH:11]=[N:12][CH:13]=[CH:14][CH:15]=2)=[N:7][C:2]([NH:17][C:18]2[CH:23]=[CH:22][CH:21]=[C:20]([OH:24])[CH:19]=2)=[N:3][CH:4]=1. The yield is 0.430. (6) The reactants are FC(F)(F)C(O)=O.[Cl:8][C:9]1[CH:14]=[C:13]2[NH:15][C:16](=[O:38])[C:17]3([CH:21]([C:22]4[CH:27]=[CH:26][CH:25]=[C:24]([Cl:28])[C:23]=4[F:29])[CH:20]([C:30]([OH:32])=O)[NH:19][CH:18]3[CH2:33][C:34]([CH3:37])([CH3:36])[CH3:35])[C:12]2=[CH:11][CH:10]=1.C(N(C(C)C)CC)(C)C.C1(P(Cl)(C2C=CC=CC=2)=O)C=CC=CC=1.[NH2:63][C:64]1[CH:69]=[CH:68][C:67]([NH:70][CH2:71][C:72]([O:74][CH2:75][CH3:76])=[O:73])=[CH:66][CH:65]=1. No catalyst specified. The product is [CH2:75]([O:74][C:72](=[O:73])[CH2:71][NH:70][C:67]1[CH:68]=[CH:69][C:64]([NH:63][C:30]([C@H:20]2[NH:19][C@@H:18]([CH2:33][C:34]([CH3:36])([CH3:35])[CH3:37])[C@:17]3([C:12]4[C:13](=[CH:14][C:9]([Cl:8])=[CH:10][CH:11]=4)[NH:15][C:16]3=[O:38])[C@H:21]2[C:22]2[CH:27]=[CH:26][CH:25]=[C:24]([Cl:28])[C:23]=2[F:29])=[O:32])=[CH:65][CH:66]=1)[CH3:76]. The yield is 0.290. (7) The reactants are Br[C:2]1[CH:3]=[CH:4][C:5]2[N:6]([CH:8]=[CH:9][N:10]=2)[N:7]=1.[CH:11]1([N:14]2[CH2:19][C:18]3([CH2:24][CH2:23][N:22]([S:25]([C:28]4[CH:33]=[CH:32][C:31](B5OC(C)(C)C(C)(C)O5)=[CH:30][CH:29]=4)(=[O:27])=[O:26])[CH2:21][CH2:20]3)[O:17][CH2:16][C:15]2=[O:43])[CH2:13][CH2:12]1. No catalyst specified. The product is [CH:11]1([N:14]2[CH2:19][C:18]3([CH2:24][CH2:23][N:22]([S:25]([C:28]4[CH:29]=[CH:30][C:31]([C:2]5[CH:3]=[CH:4][C:5]6[N:6]([CH:8]=[CH:9][N:10]=6)[N:7]=5)=[CH:32][CH:33]=4)(=[O:26])=[O:27])[CH2:21][CH2:20]3)[O:17][CH2:16][C:15]2=[O:43])[CH2:12][CH2:13]1. The yield is 0.230.